The task is: Binary Classification. Given a T-cell receptor sequence (or CDR3 region) and an epitope sequence, predict whether binding occurs between them.. This data is from TCR-epitope binding with 47,182 pairs between 192 epitopes and 23,139 TCRs. (1) The epitope is PROT_97E67BCC. The TCR CDR3 sequence is CASSEGGYGYTF. Result: 1 (the TCR binds to the epitope). (2) The epitope is FVDGVPFVV. The TCR CDR3 sequence is CASFGDSSYEQYF. Result: 1 (the TCR binds to the epitope). (3) The epitope is KLWAQCVQL. The TCR CDR3 sequence is CASTSGTANQPQHF. Result: 1 (the TCR binds to the epitope). (4) The epitope is KLPDDFTGCV. The TCR CDR3 sequence is CASSLLDRVFSDTQYF. Result: 1 (the TCR binds to the epitope). (5) The epitope is FTISVTTEIL. The TCR CDR3 sequence is CSVEEGAYEQYF. Result: 0 (the TCR does not bind to the epitope). (6) Result: 1 (the TCR binds to the epitope). The epitope is RLRAEAQVK. The TCR CDR3 sequence is CASSSIREICSMCGYTF. (7) Result: 1 (the TCR binds to the epitope). The epitope is LLLGIGILV. The TCR CDR3 sequence is CSVVLAGGPDTDTQYF. (8) The epitope is ILHCANFNV. The TCR CDR3 sequence is CASSETPAGGNFYNEQFF. Result: 0 (the TCR does not bind to the epitope). (9) The epitope is KPLEFGATSAAL. The TCR CDR3 sequence is CASSQEGLSSYNEQFF. Result: 1 (the TCR binds to the epitope). (10) The epitope is LLLGIGILV. The TCR CDR3 sequence is CASSPPFDNEQFF. Result: 0 (the TCR does not bind to the epitope).